From a dataset of Full USPTO retrosynthesis dataset with 1.9M reactions from patents (1976-2016). Predict the reactants needed to synthesize the given product. (1) The reactants are: [NH2:1][C:2]1[CH:3]=[N:4][C:5]2[C:10]([C:11]=1[OH:12])=[CH:9][CH:8]=[CH:7][CH:6]=2.[C:13](OC(=O)C)(=O)[CH3:14].[OH-].[Na+]. Given the product [CH3:13][C:14]1[O:12][C:11]2[C:10]3[CH:9]=[CH:8][CH:7]=[CH:6][C:5]=3[N:4]=[CH:3][C:2]=2[N:1]=1, predict the reactants needed to synthesize it. (2) Given the product [Br:1][CH2:2][CH2:3][O:4][C:12]([C:13]1[CH:18]=[CH:17][CH:16]=[CH:15][CH:14]=1)([C:25]1[CH:26]=[CH:27][CH:28]=[CH:29][CH:30]=1)[C:19]1[CH:20]=[CH:21][CH:22]=[CH:23][CH:24]=1, predict the reactants needed to synthesize it. The reactants are: [Br:1][CH2:2][CH2:3][OH:4].CCN(CC)CC.[C:12](Cl)([C:25]1[CH:30]=[CH:29][CH:28]=[CH:27][CH:26]=1)([C:19]1[CH:24]=[CH:23][CH:22]=[CH:21][CH:20]=1)[C:13]1[CH:18]=[CH:17][CH:16]=[CH:15][CH:14]=1. (3) Given the product [C@H:47]1([NH:43][C:24]([C@@H:13]2[CH2:12][N:11]([C:9]([O:8][CH2:1][C:2]3[CH:3]=[CH:4][CH:5]=[CH:6][CH:7]=3)=[O:10])[CH2:16][CH2:15][N:14]2[C:17]([O:19][C:20]([CH3:21])([CH3:23])[CH3:22])=[O:18])=[O:26])[C:46]2[C:51](=[CH:70][CH:65]=[CH:66][CH:67]=2)[CH2:50][CH2:49][CH2:48]1, predict the reactants needed to synthesize it. The reactants are: [CH2:1]([O:8][C:9]([N:11]1[CH2:16][CH2:15][N:14]([C:17]([O:19][C:20]([CH3:23])([CH3:22])[CH3:21])=[O:18])[C@H:13]([C:24]([OH:26])=O)[CH2:12]1)=[O:10])[C:2]1[CH:7]=[CH:6][CH:5]=[CH:4][CH:3]=1.C(N(C(C)C)CC)(C)C.F[P-](F)(F)(F)(F)F.[N:43]1(OC(N(C)C)=[N+](C)C)[C:47]2[CH:48]=[CH:49][CH:50]=[CH:51][C:46]=2N=N1.O.ON1[C:66]2[CH:67]=CC=[CH:70][C:65]=2N=N1. (4) Given the product [NH2:30][C:29]1[N:3]2[N:4]=[CH:5][CH:6]=[C:2]2[N:1]=[C:26]([CH3:27])[C:25]=1[C:22]1[CH:21]=[CH:20][C:19]([NH:18][S:15]([C:9]2[CH:10]=[CH:11][CH:12]=[C:13]([Cl:14])[C:8]=2[Cl:7])(=[O:17])=[O:16])=[CH:24][CH:23]=1, predict the reactants needed to synthesize it. The reactants are: [NH2:1][C:2]1[CH:6]=[CH:5][NH:4][N:3]=1.[Cl:7][C:8]1[C:13]([Cl:14])=[CH:12][CH:11]=[CH:10][C:9]=1[S:15]([NH:18][C:19]1[CH:24]=[CH:23][C:22]([CH:25]([C:29]#[N:30])[C:26](=O)[CH3:27])=[CH:21][CH:20]=1)(=[O:17])=[O:16].Cl. (5) The reactants are: [CH3:1][O:2][C:3]1[C:8]([NH:9][C:10](=[O:35])[C:11]2[CH:16]=[C:15]([CH2:17][C:18]3[C:19](=[O:30])[C:20]([O:28][CH3:29])=[C:21]([O:26][CH3:27])[C:22](=[O:25])[C:23]=3[CH3:24])[CH:14]=[CH:13][C:12]=2[O:31]C(=O)C)=[CH:7][CH:6]=[C:5]([O:36][CH3:37])[N:4]=1.C(=O)([O-])O.[Na+]. Given the product [CH3:1][O:2][C:3]1[C:8]([NH:9][C:10](=[O:35])[C:11]2[CH:16]=[C:15]([CH2:17][C:18]3[C:19](=[O:30])[C:20]([O:28][CH3:29])=[C:21]([O:26][CH3:27])[C:22](=[O:25])[C:23]=3[CH3:24])[CH:14]=[CH:13][C:12]=2[OH:31])=[CH:7][CH:6]=[C:5]([O:36][CH3:37])[N:4]=1, predict the reactants needed to synthesize it. (6) Given the product [CH3:15][C:12]1([CH3:14])[C:11]([CH3:16])([CH3:17])[O:10][B:9]([C:45]2[CH:46]=[N:47][N:48]3[CH:53]=[CH:52][CH:51]=[CH:50][C:49]=23)[O:13]1, predict the reactants needed to synthesize it. The reactants are: [CH3:16][C:11]1([CH3:17])[C:12]([CH3:15])([CH3:14])[O:13][B:9]([B:9]2[O:13][C:12]([CH3:15])([CH3:14])[C:11]([CH3:17])([CH3:16])[O:10]2)[O:10]1.C1(P(C2CCCCC2)C2CCCCC2)CCCCC1.C(=O)([O-])[O-].[K+].[K+].Br[C:45]1[CH:46]=[N:47][N:48]2[CH:53]=[CH:52][CH:51]=[CH:50][C:49]=12. (7) Given the product [CH3:1][C:2]1[CH:7]=[C:6]([CH3:8])[NH:5][C:4](=[O:9])[C:3]=1[CH2:10][NH:11][C:12]([C:14]1[CH:15]=[C:16]([C:30]2[CH:35]=[CH:34][C:33]([CH2:36][N:39]3[CH2:44][CH2:43][O:42][CH2:41][CH2:40]3)=[CH:32][C:31]=2[F:38])[CH:17]=[C:18]([N:21]([CH2:28][CH3:29])[CH:22]2[CH2:27][CH2:26][O:25][CH2:24][CH2:23]2)[C:19]=1[CH3:20])=[O:13], predict the reactants needed to synthesize it. The reactants are: [CH3:1][C:2]1[CH:7]=[C:6]([CH3:8])[NH:5][C:4](=[O:9])[C:3]=1[CH2:10][NH:11][C:12]([C:14]1[CH:15]=[C:16]([C:30]2[CH:35]=[CH:34][C:33]([CH:36]=O)=[CH:32][C:31]=2[F:38])[CH:17]=[C:18]([N:21]([CH2:28][CH3:29])[CH:22]2[CH2:27][CH2:26][O:25][CH2:24][CH2:23]2)[C:19]=1[CH3:20])=[O:13].[NH:39]1[CH2:44][CH2:43][O:42][CH2:41][CH2:40]1.C(O)(=O)C.C(O[BH-](OC(=O)C)OC(=O)C)(=O)C.[Na+].